Task: Predict the reactants needed to synthesize the given product.. Dataset: Full USPTO retrosynthesis dataset with 1.9M reactions from patents (1976-2016) (1) The reactants are: [OH:1][C@@H:2]([CH2:30][NH:31][S:32]([C:35]1[CH:40]=[CH:39][CH:38]=[CH:37][N:36]=1)(=[O:34])=[O:33])[C@@H:3]([NH:5][C:6](=[O:29])[O:7][C@H:8]([CH2:13][N:14]1[CH:18]=[CH:17][C:16]([C:19]2[CH:24]=[CH:23][C:22]([C:25]([F:28])([F:27])[F:26])=[CH:21][CH:20]=2)=[N:15]1)[C:9]([CH3:12])([CH3:11])[CH3:10])[CH3:4].O[C@H](CNS(C1C=CC=CN=1)(=O)=O)[C@@H](NC(=O)O[C@H](CN1C=CC(C2C=CC(C(F)(F)F)=CC=2)=N1)C(C)(C)C)C.C(=O)(O)[O-].[Na+].CC(OI1(OC(C)=O)(OC(C)=O)OC(=O)C2C=CC=CC1=2)=O. Given the product [CH3:4][C@H:3]([NH:5][C:6](=[O:29])[O:7][C@H:8]([CH2:13][N:14]1[CH:18]=[CH:17][C:16]([C:19]2[CH:24]=[CH:23][C:22]([C:25]([F:26])([F:28])[F:27])=[CH:21][CH:20]=2)=[N:15]1)[C:9]([CH3:11])([CH3:10])[CH3:12])[C:2](=[O:1])[CH2:30][NH:31][S:32]([C:35]1[CH:40]=[CH:39][CH:38]=[CH:37][N:36]=1)(=[O:34])=[O:33], predict the reactants needed to synthesize it. (2) The reactants are: C1(P(C2C=CC=CC=2)C2C=CC3C(=CC=CC=3)C=2C2C3C(=CC=CC=3)C=CC=2P(C2C=CC=CC=2)C2C=CC=CC=2)C=CC=CC=1.[Br:47][C:48]1[CH:60]=[CH:59][C:58]2[C:57]3[C:52](=[CH:53][CH:54]=[CH:55][CH:56]=3)[NH:51][C:50]=2[CH:49]=1.Br[C:62]1[CH:67]=[C:66]([CH3:68])[CH:65]=[CH:64][N:63]=1.CC(C)([O-])C.[Na+]. Given the product [Br:47][C:48]1[CH:60]=[CH:59][C:58]2[C:57]3[C:52](=[CH:53][CH:54]=[CH:55][CH:56]=3)[N:51]([C:62]3[CH:67]=[C:66]([CH3:68])[CH:65]=[CH:64][N:63]=3)[C:50]=2[CH:49]=1, predict the reactants needed to synthesize it.